This data is from Catalyst prediction with 721,799 reactions and 888 catalyst types from USPTO. The task is: Predict which catalyst facilitates the given reaction. (1) Reactant: [CH2:1]([O:3][C:4]1[CH:9]=[CH:8][C:7](B(O)O)=[C:6]([F:13])[C:5]=1[F:14])[CH3:2].[C:15](=[O:18])([O-])[O-:16].[K+].[K+].[CH2:21](O)[CH3:22].[C:24]1([CH3:30])[CH:29]=[CH:28][CH:27]=[CH:26][CH:25]=1. Product: [CH2:1]([O:3][C:4]1[CH:9]=[CH:8][C:7]([C:27]2[CH:28]=[CH:29][C:24]([C:30]3[C:8]([C:15]([O:16][CH2:21][CH3:22])=[O:18])=[CH:9][CH:4]=[CH:5][CH:6]=3)=[CH:25][CH:26]=2)=[C:6]([F:13])[C:5]=1[F:14])[CH3:2]. The catalyst class is: 386. (2) Reactant: [C:1]([C:9]1[CH:37]=[CH:36][C:12]2[N:13]([CH2:17][CH2:18][O:19][C:20]3[CH:35]=[CH:34][C:23]([CH2:24][CH:25]([C:30]([O:32][CH3:33])=[O:31])[C:26]([O:28][CH3:29])=[O:27])=[CH:22][CH:21]=3)[C:14](=[O:16])[O:15][C:11]=2[CH:10]=1)(=[O:8])[C:2]1[CH:7]=[CH:6][CH:5]=[CH:4][CH:3]=1.[BH4-].[Na+]. Product: [OH:8][CH:1]([C:2]1[CH:3]=[CH:4][CH:5]=[CH:6][CH:7]=1)[C:9]1[CH:37]=[CH:36][C:12]2[N:13]([CH2:17][CH2:18][O:19][C:20]3[CH:35]=[CH:34][C:23]([CH2:24][CH:25]([C:26]([O:28][CH3:29])=[O:27])[C:30]([O:32][CH3:33])=[O:31])=[CH:22][CH:21]=3)[C:14](=[O:16])[O:15][C:11]=2[CH:10]=1. The catalyst class is: 5. (3) Product: [Br:13][CH2:14][CH2:15][CH2:16][CH2:17][CH2:18][CH2:19][N:5]1[C:1](=[O:11])[C:2]2=[CH:10][CH:9]=[CH:8][CH:7]=[C:3]2[C:4]1=[O:6]. The catalyst class is: 9. Reactant: [C:1]1(=[O:11])[NH:5][C:4](=[O:6])[C:3]2=[CH:7][CH:8]=[CH:9][CH:10]=[C:2]12.[K].[Br:13][CH2:14][CH2:15][CH2:16][CH2:17][CH2:18][CH2:19]Br. (4) Reactant: [CH:1]1([C:4]2[CH:5]=[CH:6][C:7]([C:15]([OH:17])=O)=[N:8][C:9]=2[O:10][CH2:11][CH:12]2[CH2:14][CH2:13]2)[CH2:3][CH2:2]1.[NH2:18][CH:19]([CH2:22][CH:23]([CH3:25])[CH3:24])[C:20]#[N:21].CO. The catalyst class is: 194. Product: [C:20]([CH:19]([NH:18][C:15]([C:7]1[CH:6]=[CH:5][C:4]([CH:1]2[CH2:2][CH2:3]2)=[C:9]([O:10][CH2:11][CH:12]2[CH2:13][CH2:14]2)[N:8]=1)=[O:17])[CH2:22][CH:23]([CH3:25])[CH3:24])#[N:21]. (5) Reactant: C(OC([NH:8][CH:9]1[CH2:13][CH2:12][N:11]([C:14]([O:16][CH2:17][C:18]2[CH:23]=[C:22]([Cl:24])[CH:21]=[C:20]([Cl:25])[CH:19]=2)=[O:15])[CH2:10]1)=O)(C)(C)C.FC(F)(F)C(O)=O. Product: [NH2:8][CH:9]1[CH2:13][CH2:12][N:11]([C:14]([O:16][CH2:17][C:18]2[CH:23]=[C:22]([Cl:24])[CH:21]=[C:20]([Cl:25])[CH:19]=2)=[O:15])[CH2:10]1. The catalyst class is: 2. (6) Reactant: [Cl:1][C:2]1[C:3]([CH:12]([N:20]=C(C2C=CC=CC=2)C2C=CC=CC=2)[CH2:13][C:14]2[CH:19]=[CH:18][CH:17]=[CH:16][CH:15]=2)=[N:4][CH:5]=[C:6]([C:8]([F:11])([F:10])[F:9])[CH:7]=1.Cl. Product: [ClH:1].[Cl:1][C:2]1[C:3]([CH:12]([NH2:20])[CH2:13][C:14]2[CH:19]=[CH:18][CH:17]=[CH:16][CH:15]=2)=[N:4][CH:5]=[C:6]([C:8]([F:11])([F:9])[F:10])[CH:7]=1. The catalyst class is: 27. (7) Reactant: [C:1]([C:3]1[CH:8]=[CH:7][C:6]([CH:9]2[N:14]3[C:15](=[O:18])[NH:16][N:17]=[C:13]3[N:12]([C:19]3[CH:24]=[CH:23][CH:22]=[C:21]([C:25]([F:28])([F:27])[F:26])[CH:20]=3)[C:11]([CH3:29])=[C:10]2[C:30]([NH2:32])=O)=[CH:5][CH:4]=1)#[N:2].CC[N+](S(N=C(OC)[O-])(=O)=O)(CC)CC. Product: [C:1]([C:3]1[CH:8]=[CH:7][C:6]([CH:9]2[N:14]3[C:15](=[O:18])[NH:16][N:17]=[C:13]3[N:12]([C:19]3[CH:24]=[CH:23][CH:22]=[C:21]([C:25]([F:28])([F:27])[F:26])[CH:20]=3)[C:11]([CH3:29])=[C:10]2[C:30]#[N:32])=[CH:5][CH:4]=1)#[N:2]. The catalyst class is: 1. (8) Reactant: [CH2:1]([O:3][C:4]([C:6]1[C:7]([CH3:24])=[N:8][C:9]([NH:12][CH2:13][CH2:14][CH2:15][C:16]2[CH:21]=[CH:20][CH:19]=[C:18]([O:22]C)[CH:17]=2)=[N:10][CH:11]=1)=[O:5])[CH3:2].B(Br)(Br)Br.C(Cl)Cl. Product: [CH2:1]([O:3][C:4]([C:6]1[C:7]([CH3:24])=[N:8][C:9]([NH:12][CH2:13][CH2:14][CH2:15][C:16]2[CH:21]=[CH:20][CH:19]=[C:18]([OH:22])[CH:17]=2)=[N:10][CH:11]=1)=[O:5])[CH3:2]. The catalyst class is: 2. (9) Reactant: S(Cl)([Cl:3])=O.[Cl:5][C:6]1[CH:11]=[CH:10][C:9]([C:12]2[N:13]=[C:14]([C:40]([NH:42][N:43]3[CH2:48][CH2:47][CH2:46][CH2:45][CH2:44]3)=[O:41])[C:15]([CH2:25][N:26]3[CH:30]=[C:29]([CH2:31][NH:32]C(=O)OC(C)(C)C)[N:28]=[N:27]3)=[N:16][C:17]=2[C:18]2[CH:23]=[CH:22][C:21]([Cl:24])=[CH:20][CH:19]=2)=[CH:8][CH:7]=1. Product: [ClH:3].[NH2:32][CH2:31][C:29]1[N:28]=[N:27][N:26]([CH2:25][C:15]2[C:14]([C:40]([NH:42][N:43]3[CH2:48][CH2:47][CH2:46][CH2:45][CH2:44]3)=[O:41])=[N:13][C:12]([C:9]3[CH:10]=[CH:11][C:6]([Cl:5])=[CH:7][CH:8]=3)=[C:17]([C:18]3[CH:19]=[CH:20][C:21]([Cl:24])=[CH:22][CH:23]=3)[N:16]=2)[CH:30]=1. The catalyst class is: 5.